From a dataset of Forward reaction prediction with 1.9M reactions from USPTO patents (1976-2016). Predict the product of the given reaction. Given the reactants CN1CCCC1=O.C(N(C(C)C)CC)(C)C.[N+:17]([C:20]1[CH:25]=[CH:24][C:23]([OH:26])=[CH:22][CH:21]=1)([O-:19])=[O:18].[CH3:27][O:28][C:29]([C:31]1[O:40][C:34]2=[N:35][CH:36]=[CH:37][C:38](Cl)=[C:33]2[CH:32]=1)=[O:30], predict the reaction product. The product is: [CH3:27][O:28][C:29]([C:31]1[O:40][C:34]2=[N:35][CH:36]=[CH:37][C:38]([O:26][C:23]3[CH:24]=[CH:25][C:20]([N+:17]([O-:19])=[O:18])=[CH:21][CH:22]=3)=[C:33]2[CH:32]=1)=[O:30].